Dataset: Reaction yield outcomes from USPTO patents with 853,638 reactions. Task: Predict the reaction yield, written as a fraction of the theoretical maximum amount of product (1.0 means a 100% yield; for example, 0.34 means a 34% yield). (1) The reactants are [H-].[Na+].Cl.[O:4]=[C:5]1[C:10]([C:11]([O:13][CH3:14])=[O:12])=[CH:9][CH:8]=[CH:7][NH:6]1.[C:15]1([CH:21]([C:34]2[CH:39]=[CH:38][CH:37]=[CH:36][CH:35]=2)[CH2:22]OS(C2C(C)=CC=CC=2)(=O)=O)[CH:20]=[CH:19][CH:18]=[CH:17][CH:16]=1. The catalyst is CN(C=O)C. The product is [C:15]1([CH:21]([C:34]2[CH:35]=[CH:36][CH:37]=[CH:38][CH:39]=2)[CH2:22][N:6]2[CH:7]=[CH:8][CH:9]=[C:10]([C:11]([O:13][CH3:14])=[O:12])[C:5]2=[O:4])[CH:20]=[CH:19][CH:18]=[CH:17][CH:16]=1. The yield is 0.0500. (2) The reactants are [NH2:1][C:2]1[C:7]2=[C:8]([C:15]3[CH:20]=[CH:19][C:18]([NH:21][C:22]([NH:24][C:25]4[CH:30]=[C:29]([C:31]([F:34])([F:33])[F:32])[CH:28]=[CH:27][C:26]=4[F:35])=[O:23])=[C:17]([F:36])[CH:16]=3)[CH:9]=[C:10]([C:11](=[O:14])[CH2:12]Br)[N:6]2[N:5]=[CH:4][N:3]=1.C(N(C(C)C)CC)(C)C.[N:46]1([CH2:52][CH2:53][CH2:54][OH:55])[CH2:51][CH2:50][O:49][CH2:48][CH2:47]1. The catalyst is CS(C)=O. The product is [NH2:1][C:2]1[C:7]2=[C:8]([C:15]3[CH:20]=[CH:19][C:18]([NH:21][C:22]([NH:24][C:25]4[CH:30]=[C:29]([C:31]([F:34])([F:33])[F:32])[CH:28]=[CH:27][C:26]=4[F:35])=[O:23])=[C:17]([F:36])[CH:16]=3)[CH:9]=[C:10]([C:11](=[O:14])[CH2:12][O:55][CH2:54][CH2:53][CH2:52][N:46]3[CH2:51][CH2:50][O:49][CH2:48][CH2:47]3)[N:6]2[N:5]=[CH:4][N:3]=1. The yield is 0.170. (3) The reactants are [CH2:1]([O:8][C:9]1[CH:10]=[C:11]([C:15]2[NH:24][C:23](=O)[C:22]3[C:17](=[CH:18][C:19]([O:31][CH3:32])=[C:20]([O:26][CH2:27][CH2:28][O:29][CH3:30])[CH:21]=3)[N:16]=2)[CH:12]=[CH:13][CH:14]=1)[C:2]1[CH:7]=[CH:6][CH:5]=[CH:4][CH:3]=1.C(Cl)(=O)C([Cl:36])=O. The catalyst is C(Cl)Cl.CN(C=O)C. The product is [CH2:1]([O:8][C:9]1[CH:10]=[C:11]([C:15]2[N:24]=[C:23]([Cl:36])[C:22]3[C:17](=[CH:18][C:19]([O:31][CH3:32])=[C:20]([O:26][CH2:27][CH2:28][O:29][CH3:30])[CH:21]=3)[N:16]=2)[CH:12]=[CH:13][CH:14]=1)[C:2]1[CH:7]=[CH:6][CH:5]=[CH:4][CH:3]=1. The yield is 0.450. (4) The reactants are [CH2:1]([N:4]1[C:8]([CH:9]([C:13]2[CH:18]=[CH:17][C:16]([Cl:19])=[CH:15][C:14]=2[Cl:20])[CH2:10]C=C)=[N:7][C:6]([NH:21][C:22]2[CH:27]=[CH:26][C:25]([N:28]3[CH:32]=[C:31]([Cl:33])[N:30]=[CH:29]3)=[C:24]([O:34][CH3:35])[CH:23]=2)=[N:5]1)[CH:2]=[CH2:3]. The catalyst is CC1C=C(C)C(N2C(=[Ru](Cl)(Cl)=CC3C=CC=CC=3OC(C)C)N(C3C(C)=CC(C)=CC=3C)CC2)=C(C)C=1. The product is [Cl:33][C:31]1[N:30]=[CH:29][N:28]([C:25]2[CH:26]=[CH:27][C:22]([NH:21][C:6]3[N:7]=[C:8]4[CH:9]([C:13]5[CH:18]=[CH:17][C:16]([Cl:19])=[CH:15][C:14]=5[Cl:20])[CH2:10][CH:3]=[CH:2][CH2:1][N:4]4[N:5]=3)=[CH:23][C:24]=2[O:34][CH3:35])[CH:32]=1. The yield is 0.150. (5) The catalyst is CO.C(Cl)Cl.[Cu]I.C1C=CC([P]([Pd]([P](C2C=CC=CC=2)(C2C=CC=CC=2)C2C=CC=CC=2)([P](C2C=CC=CC=2)(C2C=CC=CC=2)C2C=CC=CC=2)[P](C2C=CC=CC=2)(C2C=CC=CC=2)C2C=CC=CC=2)(C2C=CC=CC=2)C2C=CC=CC=2)=CC=1. The reactants are Br[C:2]1[S:3][C:4]([C:10]2[N:14]=[CH:13][N:12]([CH:15]3[CH2:20][CH2:19][CH2:18][CH2:17][O:16]3)[N:11]=2)=[C:5]([Br:9])[C:6]=1[C:7]#[N:8].C([Sn](CCCC)(CCCC)[C:26]1[CH:31]=[CH:30][N:29]=[N:28][CH:27]=1)CCC.[Cl-].[Li+].O1CCOCC1. The product is [Br:9][C:5]1[C:6]([C:7]#[N:8])=[C:2]([C:26]2[CH:31]=[CH:30][N:29]=[N:28][CH:27]=2)[S:3][C:4]=1[C:10]1[N:14]=[CH:13][N:12]([CH:15]2[CH2:20][CH2:19][CH2:18][CH2:17][O:16]2)[N:11]=1. The yield is 0.577. (6) The catalyst is CN(C=O)C. The reactants are [H-].[Na+].[OH:3][C:4]1[CH:8]=[C:7]([CH3:9])[NH:6][N:5]=1.[Cl:10][C:11]1[CH:12]=[C:13]([C:21]([F:24])([F:23])[F:22])[CH:14]=[C:15]([N+:18]([O-:20])=[O:19])[C:16]=1F.Cl. The yield is 0.566. The product is [Cl:10][C:11]1[CH:12]=[C:13]([C:21]([F:23])([F:24])[F:22])[CH:14]=[C:15]([N+:18]([O-:20])=[O:19])[C:16]=1[O:3][C:4]1[CH:8]=[C:7]([CH3:9])[NH:6][N:5]=1. (7) The reactants are [CH3:1][O:2][C:3](=[O:29])[CH2:4][CH2:5][C@H:6]([C@@H:8]1[C@:25]2([CH3:26])[C@H:11]([C@H:12]3[C@H:22]([CH2:23][CH2:24]2)[C@:20]2([CH3:21])[C@@H:15]([CH2:16][C@H:17]([OH:27])[CH2:18][CH2:19]2)[CH2:14][C@H:13]3[OH:28])[CH2:10][CH2:9]1)[CH3:7].[Cr](Cl)([O-])(=O)=O.[NH+]1C=CC=CC=1.CCOCC. The catalyst is C(Cl)(Cl)Cl. The product is [CH3:1][O:2][C:3](=[O:29])[CH2:4][CH2:5][C@H:6]([C@@H:8]1[C@:25]2([CH3:26])[C@H:11]([C@H:12]3[C@H:22]([CH2:23][CH2:24]2)[C@:20]2([CH3:21])[C@@H:15]([CH2:16][C@H:17]([OH:27])[CH2:18][CH2:19]2)[CH2:14][C:13]3=[O:28])[CH2:10][CH2:9]1)[CH3:7]. The yield is 0.620.